Dataset: Peptide-MHC class II binding affinity with 134,281 pairs from IEDB. Task: Regression. Given a peptide amino acid sequence and an MHC pseudo amino acid sequence, predict their binding affinity value. This is MHC class II binding data. The peptide sequence is LDAKSTWYGKPTGAG. The MHC is DRB3_0202 with pseudo-sequence DRB3_0202. The binding affinity (normalized) is 0.0356.